Task: Regression. Given two drug SMILES strings and cell line genomic features, predict the synergy score measuring deviation from expected non-interaction effect.. Dataset: NCI-60 drug combinations with 297,098 pairs across 59 cell lines (1) Drug 1: CCC(=C(C1=CC=CC=C1)C2=CC=C(C=C2)OCCN(C)C)C3=CC=CC=C3.C(C(=O)O)C(CC(=O)O)(C(=O)O)O. Synergy scores: CSS=0.972, Synergy_ZIP=1.59, Synergy_Bliss=1.42, Synergy_Loewe=-7.99, Synergy_HSA=-0.394. Drug 2: CC1CCC2CC(C(=CC=CC=CC(CC(C(=O)C(C(C(=CC(C(=O)CC(OC(=O)C3CCCCN3C(=O)C(=O)C1(O2)O)C(C)CC4CCC(C(C4)OC)OCCO)C)C)O)OC)C)C)C)OC. Cell line: MDA-MB-435. (2) Drug 1: C1CCN(CC1)CCOC2=CC=C(C=C2)C(=O)C3=C(SC4=C3C=CC(=C4)O)C5=CC=C(C=C5)O. Drug 2: CCN(CC)CCCC(C)NC1=C2C=C(C=CC2=NC3=C1C=CC(=C3)Cl)OC. Cell line: OVCAR-4. Synergy scores: CSS=4.83, Synergy_ZIP=-3.27, Synergy_Bliss=0.697, Synergy_Loewe=-2.98, Synergy_HSA=-2.74.